Dataset: Peptide-MHC class II binding affinity with 134,281 pairs from IEDB. Task: Regression. Given a peptide amino acid sequence and an MHC pseudo amino acid sequence, predict their binding affinity value. This is MHC class II binding data. (1) The peptide sequence is CSIVGWPAIRERMRRT. The MHC is HLA-DQA10401-DQB10402 with pseudo-sequence HLA-DQA10401-DQB10402. The binding affinity (normalized) is 0.0369. (2) The peptide sequence is AFKVYATAANAAPAN. The MHC is HLA-DPA10201-DPB11401 with pseudo-sequence HLA-DPA10201-DPB11401. The binding affinity (normalized) is 0.844. (3) The peptide sequence is IDKFLANVSTVLTGK. The MHC is DRB1_1001 with pseudo-sequence DRB1_1001. The binding affinity (normalized) is 0.654. (4) The peptide sequence is RPRWCDERVSSDQSA. The MHC is DRB3_0101 with pseudo-sequence DRB3_0101. The binding affinity (normalized) is 0.275. (5) The peptide sequence is GELQIVDKIDGAFKI. The MHC is DRB1_0404 with pseudo-sequence DRB1_0404. The binding affinity (normalized) is 0.533. (6) The peptide sequence is YDKFLGNVSTVLTGK. The MHC is DRB1_0802 with pseudo-sequence DRB1_0802. The binding affinity (normalized) is 0.550.